This data is from Reaction yield outcomes from USPTO patents with 853,638 reactions. The task is: Predict the reaction yield, written as a fraction of the theoretical maximum amount of product (1.0 means a 100% yield; for example, 0.34 means a 34% yield). (1) The reactants are F[C:2]1[CH:7]=[C:6]([C:8]2[CH:13]=[CH:12][N:11]=[C:10]([NH:14][CH:15]3[CH2:20][CH2:19][O:18][CH2:17][CH2:16]3)[CH:9]=2)[CH:5]=[CH:4][N:3]=1.Cl.[OH-:22].[Na+]. No catalyst specified. The product is [O:18]1[CH2:19][CH2:20][CH:15]([NH:14][C:10]2[CH:9]=[C:8]([C:6]3[CH:5]=[CH:4][NH:3][C:2](=[O:22])[CH:7]=3)[CH:13]=[CH:12][N:11]=2)[CH2:16][CH2:17]1. The yield is 0.980. (2) The reactants are [CH3:1][N:2]1[CH2:7][CH2:6][N:5]([CH2:8][CH2:9][CH2:10][CH2:11][O:12][C:13]2[CH:14]=[C:15]([CH:18]=[CH:19][CH:20]=2)[CH:16]=O)[CH2:4][CH2:3]1.[C:21]([C:25]1[CH:26]=[C:27]([NH2:32])[C:28]([NH2:31])=[CH:29][CH:30]=1)([CH3:24])([CH3:23])[CH3:22]. No catalyst specified. The product is [C:21]([C:25]1[CH:30]=[CH:29][C:28]2[NH:31][C:16]([C:15]3[CH:18]=[CH:19][CH:20]=[C:13]([O:12][CH2:11][CH2:10][CH2:9][CH2:8][N:5]4[CH2:6][CH2:7][N:2]([CH3:1])[CH2:3][CH2:4]4)[CH:14]=3)=[N:32][C:27]=2[CH:26]=1)([CH3:24])([CH3:22])[CH3:23]. The yield is 0.920. (3) The reactants are [Cl:1][C:2]1[CH:48]=[CH:47][C:5]([CH2:6][N:7]2[C:15]3[C:10](=[CH:11][CH:12]=[CH:13][CH:14]=3)[C:9]([C:16]([C:18]3[N:19](COCC[Si](C)(C)C)[C:20]([S:29]([C:32]4[CH:37]=[CH:36][C:35]([CH3:38])=[CH:34][CH:33]=4)(=[O:31])=[O:30])=[C:21]([C:23]4[CH:28]=[CH:27][CH:26]=[CH:25][N:24]=4)[N:22]=3)=[O:17])=[CH:8]2)=[CH:4][CH:3]=1.Cl. The catalyst is C(O)C.Cl.CCOCC. The product is [Cl:1][C:2]1[CH:3]=[CH:4][C:5]([CH2:6][N:7]2[C:15]3[C:10](=[CH:11][CH:12]=[CH:13][CH:14]=3)[C:9]([C:16]([C:18]3[NH:19][C:20]([S:29]([C:32]4[CH:33]=[CH:34][C:35]([CH3:38])=[CH:36][CH:37]=4)(=[O:30])=[O:31])=[C:21]([C:23]4[CH:28]=[CH:27][CH:26]=[CH:25][N:24]=4)[N:22]=3)=[O:17])=[CH:8]2)=[CH:47][CH:48]=1. The yield is 0.980. (4) The reactants are C([N-]C(C)C)(C)C.[Li+].C1OC1C(=C)C.Cl.C(N([CH2:21][CH3:22])CC)C.[C:23]([O:28][C:29](=O)[C:30](C)=[CH2:31])(=[O:27])[C:24]([CH3:26])=[CH2:25]. The catalyst is ClCCl.C(OCC)C. The product is [CH2:31]=[C:30]([CH:21]=[CH2:22])[CH2:29][O:28][C:23](=[O:27])[C:24]([CH3:26])=[CH2:25]. The yield is 0.510.